This data is from Reaction yield outcomes from USPTO patents with 853,638 reactions. The task is: Predict the reaction yield, written as a fraction of the theoretical maximum amount of product (1.0 means a 100% yield; for example, 0.34 means a 34% yield). (1) The yield is 0.500. The product is [CH3:24][O:23][C:20]1[CH:21]=[CH:22][C:17]([CH2:16][O:15][C:4]2[CH:5]=[CH:6][C:7]3[N:8]=[CH:9][C:10](=[O:11])[NH:1][C:2]=3[N:3]=2)=[CH:18][CH:19]=1. The reactants are [NH2:1][C:2]1[C:7]([NH:8][CH2:9][C:10](OCC)=[O:11])=[CH:6][CH:5]=[C:4]([O:15][CH2:16][C:17]2[CH:22]=[CH:21][C:20]([O:23][CH3:24])=[CH:19][CH:18]=2)[N:3]=1. The catalyst is C1(C)C=CC=CC=1.[O-2].[O-2].[Mn+4]. (2) The reactants are Br[C:2]1[CH:3]=[C:4]2[CH:10]=[N:9][NH:8][C:5]2=[CH:6][N:7]=1.C([O-])([O-])=O.[Na+].[Na+].CC1(C)C(C)(C)OB([C:25]2[NH:29][N:28]=[CH:27][CH:26]=2)O1. The catalyst is COCCOC.CCO.C1C=CC(P(C2C=CC=CC=2)[C-]2C=CC=C2)=CC=1.C1C=CC(P(C2C=CC=CC=2)[C-]2C=CC=C2)=CC=1.Cl[Pd]Cl.[Fe+2]. The product is [NH:28]1[CH:27]=[C:26]([C:2]2[CH:3]=[C:4]3[CH:10]=[N:9][NH:8][C:5]3=[CH:6][N:7]=2)[CH:25]=[N:29]1. The yield is 0.220. (3) The reactants are [CH3:1][C:2]1[C:6]([CH2:7][N:8]2[CH:12]=[C:11]([N+:13]([O-])=O)[CH:10]=[N:9]2)=[C:5]([CH3:16])[O:4][N:3]=1.[CH3:17][C:18]([O:21][C:22](O[C:22]([O:21][C:18]([CH3:20])([CH3:19])[CH3:17])=[O:23])=[O:23])([CH3:20])[CH3:19]. The catalyst is CO.[Pd]. The product is [CH3:1][C:2]1[C:6]([CH2:7][N:8]2[CH:12]=[C:11]([NH:13][C:22](=[O:23])[O:21][C:18]([CH3:20])([CH3:19])[CH3:17])[CH:10]=[N:9]2)=[C:5]([CH3:16])[O:4][N:3]=1. The yield is 0.660.